The task is: Predict the reactants needed to synthesize the given product.. This data is from Full USPTO retrosynthesis dataset with 1.9M reactions from patents (1976-2016). (1) Given the product [O:1]([CH2:8][C:9]([N:11]1[CH2:16][CH2:15][CH2:14][CH2:13][C@@H:12]1[C:17]1[O:21][N:20]=[C:19]([C:22]2[CH:23]=[N:24][CH:25]=[C:26]([CH:30]=2)[C:27]#[N:29])[N:18]=1)=[O:10])[C:2]1[CH:3]=[CH:4][CH:5]=[CH:6][CH:7]=1, predict the reactants needed to synthesize it. The reactants are: [O:1]([CH2:8][C:9]([N:11]1[CH2:16][CH2:15][CH2:14][CH2:13][CH:12]1[C:17]1[O:21][N:20]=[C:19]([C:22]2[CH:23]=[N:24][CH:25]=[C:26]([CH:30]=2)[C:27]([NH2:29])=O)[N:18]=1)=[O:10])[C:2]1[CH:7]=[CH:6][CH:5]=[CH:4][CH:3]=1.FC(F)(F)C(OC(=O)C(F)(F)F)=O. (2) Given the product [C:13]([O:16][CH2:11][C:6]1[C:5]([CH3:12])=[C:4]([O:3][CH2:1][CH3:2])[CH:9]=[CH:8][N:7]=1)(=[O:15])[CH3:14], predict the reactants needed to synthesize it. The reactants are: [CH2:1]([O:3][C:4]1[CH:9]=[CH:8][N+:7]([O-])=[C:6]([CH3:11])[C:5]=1[CH3:12])[CH3:2].[C:13]([O:16]C(=O)C)(=[O:15])[CH3:14]. (3) Given the product [CH3:1][C:2](=[CH:12][S:13][C:14]1[CH:19]=[CH:18][CH:17]=[CH:16][CH:15]=1)[C:3]([S:33][C:27]1[CH:32]=[CH:31][CH:30]=[CH:29][CH:28]=1)=[N:5][C:6]1[CH:11]=[CH:10][CH:9]=[CH:8][CH:7]=1, predict the reactants needed to synthesize it. The reactants are: [CH3:1]/[C:2](=[CH:12]\[S:13][C:14]1[CH:19]=[CH:18][CH:17]=[CH:16][CH:15]=1)/[C:3]([NH:5][C:6]1[CH:11]=[CH:10][CH:9]=[CH:8][CH:7]=1)=O.P(Cl)(Cl)(Cl)(Cl)Cl.[Na].[C:27]1([SH:33])[CH:32]=[CH:31][CH:30]=[CH:29][CH:28]=1. (4) Given the product [C:14](#[N:17])[CH:15]=[CH2:16].[CH2:18]=[CH:19][C:20]1[CH:25]=[CH:24][CH:23]=[CH:22][CH:21]=1.[C:1]([O:6][CH2:7][CH2:8][CH2:9][CH3:10])(=[O:5])[CH:2]=[CH2:3], predict the reactants needed to synthesize it. The reactants are: [C:1]([O:6][CH3:7])(=[O:5])[C:2](C)=[CH2:3].[C:8](OC)(=O)[CH:9]=[CH2:10].[C:14](#[N:17])[CH:15]=[CH2:16].[CH2:18]=[CH:19][C:20]1[CH:25]=[CH:24][CH:23]=[CH:22][CH:21]=1. (5) Given the product [CH2:42]([N:44]1[C:56]2[CH:55]=[CH:54][C:53]([NH:57][C:24]([C@@H:9]3[CH2:10][C:11](=[N:13][O:14][CH2:15][C:16]4[CH:17]=[CH:18][C:19]([O:22][CH3:23])=[CH:20][CH:21]=4)[CH2:12][N:8]3[C:6]([C:33]3[C:28](=[O:27])[O:29][C:30]([CH2:37][CH2:38][CH2:39][CH2:40][CH3:41])=[CH:31][CH:32]=3)=[O:7])=[O:26])=[CH:52][C:51]=2[C:50]2[C:45]1=[CH:46][CH:47]=[CH:48][CH:49]=2)[CH3:43], predict the reactants needed to synthesize it. The reactants are: C(O[C:6]([N:8]1[CH2:12][C:11](=[N:13][O:14][CH2:15][C:16]2[CH:21]=[CH:20][C:19]([O:22][CH3:23])=[CH:18][CH:17]=2)[CH2:10][C@H:9]1[C:24]([OH:26])=O)=[O:7])(C)(C)C.[O:27]=[C:28]1[C:33](C(Cl)=O)=[CH:32][CH:31]=[C:30]([CH2:37][CH2:38][CH2:39][CH2:40][CH3:41])[O:29]1.[CH2:42]([N:44]1[C:56]2[CH:55]=[CH:54][C:53]([NH2:57])=[CH:52][C:51]=2[C:50]2[C:45]1=[CH:46][CH:47]=[CH:48][CH:49]=2)[CH3:43]. (6) Given the product [OH:25][C:22]1([C:5]2[CH:6]=[C:7]([CH3:8])[C:2]([CH3:1])=[CH:3][C:4]=2[NH:9][C:10](=[O:13])[CH2:11][CH3:12])[C:23](=[O:24])[C:17]2[C:18](=[CH:19][CH:14]=[CH:15][CH:16]=2)[C:20]1=[O:21], predict the reactants needed to synthesize it. The reactants are: [CH3:1][C:2]1[CH:3]=[C:4]([NH:9][C:10](=[O:13])[CH2:11][CH3:12])[CH:5]=[CH:6][C:7]=1[CH3:8].[CH:14]1[CH:19]=[C:18]2[C:20]([C:22](O)([OH:25])[C:23](=[O:24])[C:17]2=[CH:16][CH:15]=1)=[O:21]. (7) Given the product [CH3:1][O:2][C:3]1[CH:4]=[C:5]2[C:9](=[CH:10][C:11]=1[O:12][CH3:13])[N:8]([CH3:14])[CH:7]=[C:6]2[C:15]1[NH:33][C:18]2=[N:19][CH:20]=[CH:21][C:22]([CH2:23][NH:24][CH2:25][CH2:26][C:27]3[CH:28]=[CH:29][CH:30]=[CH:31][CH:32]=3)=[C:17]2[CH:16]=1, predict the reactants needed to synthesize it. The reactants are: [CH3:1][O:2][C:3]1[CH:4]=[C:5]2[C:9](=[CH:10][C:11]=1[O:12][CH3:13])[N:8]([CH3:14])[CH:7]=[C:6]2[C:15]1[N:33](S(C2C=CC(C)=CC=2)(=O)=O)[C:18]2=[N:19][CH:20]=[CH:21][C:22]([CH2:23][NH:24][CH2:25][CH2:26][C:27]3[CH:32]=[CH:31][CH:30]=[CH:29][CH:28]=3)=[C:17]2[CH:16]=1.[OH-].[K+].